Dataset: Experimentally validated miRNA-target interactions with 360,000+ pairs, plus equal number of negative samples. Task: Binary Classification. Given a miRNA mature sequence and a target amino acid sequence, predict their likelihood of interaction. (1) The miRNA is hsa-miR-6726-5p with sequence CGGGAGCUGGGGUCUGCAGGU. The protein sequence of the target gene is MTNGGRNGEENKNLMNGEAKAEPETFAQFLYNKDKGTVLGRTGTSWCQITVFYIIFYIFLSAFFIGCLSIFLRTLDPKVPRFYGKGTIIGVNPGVGYQPWLKENPDSTLIKFNLQDSKSWEPYVKQLDNYLSKYKNTNETRDCGASDNNDALETDTDTFPCRFDLGLFEKANCGAKDQYGYKSGKPCVAVSLNRLIGWRPVNYDDGSVPEEIKGRYKPGSITINCEGATSFDKEHLGKVKYIPETGIDGRYYPYVFVPSYQQPIAMVKFDTIPRNKLVIVECRAYASNIEHDISTRLGMV.... Result: 0 (no interaction). (2) The miRNA is mmu-miR-1930-5p with sequence ACCUCCAUAGUACCUGCAGCGU. The protein sequence of the target gene is MGRVSGLVPSRFLTLLAHLVVVITLFWSRDSNIQACLPLTFTPEEYDKQDIQLVAALSVTLGLFAVELAGFLSGVSMFNSTQSLISIGAHCSASVALSFFIFERWECTTYWYIFVFCSALPAVTEMALFVTVFGLKKKPF. Result: 0 (no interaction). (3) The miRNA is hsa-miR-590-3p with sequence UAAUUUUAUGUAUAAGCUAGU. The protein sequence of the target gene is MTEKFLFLYLSLLPMPLLSQAQWNENSLVSFSKIIASGNHLSNCWICHNFITRSSSYQYILVRNFSLNLTFGSGIPEGQHKSVPLQVSLANSAHQVPCLDLTPPFNQSSKTSFYFYNCSSLNQTCCPCPEGHCDRKNTSEEGFPSPTIHPMSFSPAGCHPNLTHWCPAKQMNDYRDKSPQNRCAAWEGKELITWRVLYLLPKAHTVPTWPKSTVPLGGPLSPACNQTIPAGWKSQLHKWFDSHIPRWACTPPGYVFLCGPQKNKLPFDGSPKITYSTPPVANLYTCINNIQHTGECAVGL.... Result: 1 (interaction). (4) The miRNA is hsa-miR-6125 with sequence GCGGAAGGCGGAGCGGCGGA. The protein sequence of the target gene is MPGRSSSNSGSTGFISFSGVESALSSLKNFQACINSGMDTASSVALDLVESQTEVSSEYSMDKAMVEFATLDRQLNHYVKAVQSTINHVKEERPEKIPDLKLLVEKKFLALQSKNSDADFQNNEKFVQFKQQLKELKKQCGLQADREADGTEGVDEDIIVTQSQTNFTCPITKEEMKKPVKNKVCGHTYEEDAIVRMIESRQKRKKKAYCPQIGCSHTDIRKSDLIQDEALRRAIENHNKKRHRHSE. Result: 0 (no interaction). (5) The miRNA is hsa-miR-4435 with sequence AUGGCCAGAGCUCACACAGAGG. The protein sequence of the target gene is MSLWKKTVYRSLCLALALLVAVTVFQRSLTPGQFLQEPPPPTLEPQKAQKPNGQLVNPNNFWKNPKDVAAPTPMASQGPQAWDVTTTNCSANINLTHQPWFQVLEPQFRQFLFYRHCRYFPMLLNHPEKCRGDVYLLVVVKSVITQHDRREAIRQTWGRERQSAGGGRGAVRTLFLLGTASKQEERTHYQQLLAYEDRLYGDILQWGFLDTFFNLTLKEIHFLKWLDIYCPHVPFIFKGDDDVFVNPTNLLEFLADRQPQENLFVGDVLQHARPIRRKDNKYYIPGALYGKASYPPYAGG.... Result: 0 (no interaction). (6) The miRNA is hsa-miR-519a-3p with sequence AAAGUGCAUCCUUUUAGAGUGU. The protein sequence of the target gene is MENYFQAEAYNLDKVLDEFEQNEDETVSSTLLDTKWNKILDPPSHRLSFNPTLASVNESAVSNESQPQLKVFSLAHSAPLTTEEEDHCANGQDCNLNPEIATMWIDENAVAEDQLIKRNYSWDDQCSAVEVGEKKCGNLACLPDEKNVLVVAVMHNCDKRTLQNDLQDCNNYNSQSLMDAFSCSLDNENRQTDQFSFSINESTEKDMNSEKQMDPLNRPKTEGRSVNHLCPTSSDSLASVCSPSQLKDDGSIGRDPSMSAITSLTVDSVISSQGTDGCPAVKKQENYIPDEDLTGKISSP.... Result: 1 (interaction). (7) The miRNA is hsa-miR-6512-3p with sequence UUCCAGCCCUUCUAAUGGUAGG. The protein sequence of the target gene is MGALTFRDVAIEFSLEEWQCLDTEQQNLYRNVMLDNYRNLVFLGIAVSKPDLITCLEQEKEPWNLKTHDMVAKPPVICSHIAQDLWPEQGIKDYFQEVILRQYKKCRHENLLLRKGCKNVDEFKMHKKGYNRHNQCLTTSHSKIFQCDKYVKVFHKFSNSNRHKIRHTSKKPFKCKECGKLFCILSHLAQHKKIHTGEKSYKCEEYGKAFNESSNCTTHKRITEKKPYKCKECGKAFNWFSHFTTHKRIHTGEKPYQCEKCGKFFNQSTNLTTHKRIHTGEKPYKCEECGKAFNQSSNLT.... Result: 1 (interaction). (8) The miRNA is hsa-miR-6889-5p with sequence UCGGGGAGUCUGGGGUCCGGAAU. The protein sequence of the target gene is MGDRERNKKRLLELLRAPDTGNAHCADCGAADPDWASYKLGIFICLNCCGVHRNFPDISRVKSVRLDFWDDSIVEFMIHNGNLRVKAKFEARVPAFYYIPQANDCLVLKEQWIRAKYERREFMADGETISLPGNREGFLWKRGRDNSQFLRRKFVLLAREGLLKYFTKEQGKSPKAVISIKDLNATFQTEKIGHPHGLQITYRRDGHTRNLFVYHESGKEIVDWFNALRAARLQYLKMAFPELPESELVPFLTRNYLKQGFMEKTGPKQKEPFKKRWFALDCHERRLLYYKNPLDAFEQG.... Result: 0 (no interaction). (9) The miRNA is hsa-miR-6815-3p with sequence UGGCUUCUCUUGCACACCCAG. The protein sequence of the target gene is MAVPGCNKDSVRAGCKKCGYPGHLTFECRNFLRVDPKRDIVLDVSSTSSEDSDEENEELNKLQALQEKRINEEEEKKKEKSKEKIKLKKKRKRSYSSSSTEEDTSKQKKQKYQKKEKKKEKKSKSKKGKHHKKEKKKRKKEKHSSTPNSSEFSRK. Result: 0 (no interaction). (10) The miRNA is hsa-miR-7156-5p with sequence UUGUUCUCAAACUGGCUGUCAGA. The protein sequence of the target gene is MMLSQIASKQAENGERAGSPDVLRCSSQMDCKPRFDLSSKGHRKDSDKSRNRKEDDSLAEASHSKKTVKKVVVVEQNGSFQVKIPKNFICEHCFGAFRSSYHLKRHVLIHTGEKPFECDVCDMRFIQKYHLERHKRVHSGEKPYQCERCHQCFSRTDRLLRHKRMCQGCQSKTSEGQFSL. Result: 0 (no interaction).